Predict the reactants needed to synthesize the given product. From a dataset of Full USPTO retrosynthesis dataset with 1.9M reactions from patents (1976-2016). (1) Given the product [C:32]1([CH2:31][O:30][C:28]([NH:38][CH2:39][C:40]2[NH:12][C:11]3[CH:10]=[CH:9][CH:8]=[C:3]([C:4]([O:6][CH3:7])=[O:5])[C:2]=3[N:1]=2)=[O:29])[CH:37]=[CH:36][CH:35]=[CH:34][CH:33]=1, predict the reactants needed to synthesize it. The reactants are: [NH2:1][C:2]1[C:11]([NH2:12])=[CH:10][CH:9]=[CH:8][C:3]=1[C:4]([O:6][CH3:7])=[O:5].O=C1N(P(Cl)(N2CCOC2=O)=O)CCO1.[C:28]([NH:38][CH2:39][C:40](O)=O)([O:30][CH2:31][C:32]1[CH:37]=[CH:36][CH:35]=[CH:34][CH:33]=1)=[O:29].C(N(CC)C(C)C)(C)C. (2) Given the product [Cl:1][C:2]1[CH:3]=[CH:4][C:5]([C:8]2[CH:9]=[C:10]([NH:20][C:27]([C:23]3[N:24]=[CH:25][O:26][C:22]=3[CH3:21])=[O:28])[CH:11]=[N:12][C:13]=2[O:14][CH2:15][C:16]([F:17])([F:18])[F:19])=[CH:6][CH:7]=1, predict the reactants needed to synthesize it. The reactants are: [Cl:1][C:2]1[CH:7]=[CH:6][C:5]([C:8]2[CH:9]=[C:10]([NH2:20])[CH:11]=[N:12][C:13]=2[O:14][CH2:15][C:16]([F:19])([F:18])[F:17])=[CH:4][CH:3]=1.[CH3:21][C:22]1[O:26][CH:25]=[N:24][C:23]=1[C:27](O)=[O:28]. (3) The reactants are: Cl.[N+:2]([C:5]1[CH:15]=[CH:14][C:8]([C:9](=[NH:13])OCC)=[CH:7][CH:6]=1)([O-:4])=[O:3].N1C=CC=CC=1.[CH:22]([NH:24][NH2:25])=[O:23]. Given the product [CH:22]([NH:24][NH:25][C:9](=[NH:13])[C:8]1[CH:7]=[CH:6][C:5]([N+:2]([O-:4])=[O:3])=[CH:15][CH:14]=1)=[O:23], predict the reactants needed to synthesize it. (4) Given the product [CH3:40][C:36]1[N:35]=[C:34]([C:2]2[N:7]=[CH:6][C:5]3[CH:8]=[N:9][N:10]([C:11]4[N:16]=[C:15]([N:17]5[CH2:22][CH2:21][CH2:20][C@H:19]([NH:23][C:24](=[O:30])[O:25][C:26]([CH3:29])([CH3:27])[CH3:28])[C:18]5=[O:31])[CH:14]=[CH:13][CH:12]=4)[C:4]=3[CH:3]=2)[CH:39]=[N:38][CH:37]=1, predict the reactants needed to synthesize it. The reactants are: Cl[C:2]1[N:7]=[CH:6][C:5]2[CH:8]=[N:9][N:10]([C:11]3[N:16]=[C:15]([N:17]4[CH2:22][CH2:21][CH2:20][C@H:19]([NH:23][C:24](=[O:30])[O:25][C:26]([CH3:29])([CH3:28])[CH3:27])[C:18]4=[O:31])[CH:14]=[CH:13][CH:12]=3)[C:4]=2[CH:3]=1.C[Sn](C)(C)[C:34]1[CH:39]=[N:38][CH:37]=[C:36]([CH3:40])[N:35]=1. (5) Given the product [NH2:8][C:4]1[N:5]=[CH:6][N:7]=[C:2]([NH:15][C@H:16]([C:19]2[N:20]([C:31]3[CH:36]=[CH:35][CH:34]=[CH:33][CH:32]=3)[C:21](=[O:30])[C:22]3[C:27]([CH:28]=2)=[CH:26][CH:25]=[CH:24][C:23]=3[CH3:29])[CH2:17][CH3:18])[C:3]=1[C:9]1[O:13][N:12]=[C:11]([CH3:14])[N:10]=1, predict the reactants needed to synthesize it. The reactants are: Cl[C:2]1[N:7]=[CH:6][N:5]=[C:4]([NH2:8])[C:3]=1[C:9]1[O:13][N:12]=[C:11]([CH3:14])[N:10]=1.[NH2:15][C@H:16]([C:19]1[N:20]([C:31]2[CH:36]=[CH:35][CH:34]=[CH:33][CH:32]=2)[C:21](=[O:30])[C:22]2[C:27]([CH:28]=1)=[CH:26][CH:25]=[CH:24][C:23]=2[CH3:29])[CH2:17][CH3:18].CCN(C(C)C)C(C)C.CCOC(C)=O. (6) The reactants are: N([O-])=[O:2].[Na+].[N+]([O-])(O)=O.[Cl:9][C:10]1[CH:11]=[C:12]([C:16]2[C:25]3[C:20]4=[C:21]([CH2:41][CH2:42][N:19]4[C:18](=[O:43])[CH:17]=2)[CH:22]=[C:23]([CH:26]([C:34]2[CH:39]=[CH:38][C:37]([I:40])=[CH:36][CH:35]=2)[C:27]2[N:31]([CH3:32])[C:30](S)=[N:29][N:28]=2)[CH:24]=3)[CH:13]=[CH:14][CH:15]=1.C([O-])([O-])=O.[K+].[K+]. Given the product [OH2:2].[Cl:9][C:10]1[CH:11]=[C:12]([C:16]2[C:25]3[C:20]4=[C:21]([CH2:41][CH2:42][N:19]4[C:18](=[O:43])[CH:17]=2)[CH:22]=[C:23]([CH:26]([C:34]2[CH:39]=[CH:38][C:37]([I:40])=[CH:36][CH:35]=2)[C:27]2[N:31]([CH3:32])[CH:30]=[N:29][N:28]=2)[CH:24]=3)[CH:13]=[CH:14][CH:15]=1, predict the reactants needed to synthesize it. (7) The reactants are: [CH3:1][O:2][C:3]1[CH:8]=[CH:7][C:6]([N:9]([CH3:17])[CH2:10][CH:11]2[CH2:16]COCC2)=[CH:5][C:4]=1[NH2:18].[C:19]([N:27]=[C:28]=[S:29])(=[O:26])[C:20]1[CH:25]=[CH:24][CH:23]=[CH:22][CH:21]=1.[CH3:30][C:31](C)=[O:32]. Given the product [C:19]([NH:27][C:28]([NH:18][C:4]1[CH:5]=[C:6]([N:9]([CH3:17])[CH:10]2[CH2:11][CH2:16][O:32][CH2:31][CH2:30]2)[CH:7]=[CH:8][C:3]=1[O:2][CH3:1])=[S:29])(=[O:26])[C:20]1[CH:25]=[CH:24][CH:23]=[CH:22][CH:21]=1, predict the reactants needed to synthesize it. (8) Given the product [C:42]1([C:48]2[CH:49]=[CH:50][C:51]3[N:52]([C:2]4[CH:3]=[C:4]5[C:12](=[CH:13][CH:14]=4)[N:11]([C:15]4[N:20]=[C:19]([C:21]6[CH:26]=[CH:25][CH:24]=[CH:23][CH:22]=6)[N:18]=[C:17]([C:27]6[CH:32]=[CH:31][CH:30]=[CH:29][CH:28]=6)[N:16]=4)[C:10]4[CH:9]=[C:8]6[C:33]([CH3:40])([CH3:41])[C:34]7[C:39]([C:7]6=[CH:6][C:5]5=4)=[CH:38][CH:37]=[CH:36][CH:35]=7)[C:53]4[C:58]([C:59]=3[CH:60]=2)=[CH:57][C:56]([C:61]2[CH:62]=[CH:63][CH:64]=[CH:65][CH:66]=2)=[CH:55][CH:54]=4)[CH:47]=[CH:46][CH:45]=[CH:44][CH:43]=1, predict the reactants needed to synthesize it. The reactants are: Br[C:2]1[CH:3]=[C:4]2[C:12](=[CH:13][CH:14]=1)[N:11]([C:15]1[N:20]=[C:19]([C:21]3[CH:26]=[CH:25][CH:24]=[CH:23][CH:22]=3)[N:18]=[C:17]([C:27]3[CH:32]=[CH:31][CH:30]=[CH:29][CH:28]=3)[N:16]=1)[C:10]1[CH:9]=[C:8]3[C:33]([CH3:41])([CH3:40])[C:34]4[C:39]([C:7]3=[CH:6][C:5]2=1)=[CH:38][CH:37]=[CH:36][CH:35]=4.[C:42]1([C:48]2[CH:49]=[CH:50][C:51]3[NH:52][C:53]4[C:58]([C:59]=3[CH:60]=2)=[CH:57][C:56]([C:61]2[CH:66]=[CH:65][CH:64]=[CH:63][CH:62]=2)=[CH:55][CH:54]=4)[CH:47]=[CH:46][CH:45]=[CH:44][CH:43]=1.C(P(C(C)(C)C)C(C)(C)C)(C)(C)C. (9) Given the product [C:16]([O:1][CH:2]([CH:9]1[CH2:14][CH:13]2[CH2:15][CH:10]1[CH:11]=[CH:12]2)[CH2:3][CH2:4][CH2:5][CH2:6][O:7][CH3:8])(=[O:18])[CH3:17], predict the reactants needed to synthesize it. The reactants are: [OH:1][CH:2]([CH:9]1[CH2:14][CH:13]2[CH2:15][CH:10]1[CH:11]=[CH:12]2)[CH2:3][CH2:4][CH2:5][CH2:6][O:7][CH3:8].[C:16](OC(=O)C)(=[O:18])[CH3:17].O.